Dataset: Forward reaction prediction with 1.9M reactions from USPTO patents (1976-2016). Task: Predict the product of the given reaction. (1) Given the reactants [CH2:1]([N:3]1[CH2:6][CH:5]([CH2:7][CH2:8][C:9]2[CH:14]=[C:13]([F:15])[CH:12]=[CH:11][C:10]=2[S:16]([NH:19][C:20]2[C:29]([C:30]([O:32]C)=[O:31])=[C:28]3[C:23]([CH:24]4[CH2:34][CH:25]4[CH2:26][O:27]3)=[CH:22][CH:21]=2)(=[O:18])=[O:17])[CH2:4]1)[CH3:2].O.[OH-].[Li+].C(O)=O, predict the reaction product. The product is: [CH2:1]([N:3]1[CH2:4][CH:5]([CH2:7][CH2:8][C:9]2[CH:14]=[C:13]([F:15])[CH:12]=[CH:11][C:10]=2[S:16]([NH:19][C:20]2[C:29]([C:30]([OH:32])=[O:31])=[C:28]3[C:23]([CH:24]4[CH2:34][CH:25]4[CH2:26][O:27]3)=[CH:22][CH:21]=2)(=[O:17])=[O:18])[CH2:6]1)[CH3:2]. (2) Given the reactants [C:1]([O:5][C:6](=[O:27])[NH:7][C:8]1[C@:9]([CH3:26])([C:22]([F:25])([F:24])[F:23])[O:10][CH2:11][C@:12]([C:15]2[CH:20]=[CH:19][CH:18]=[C:17](Br)[N:16]=2)([CH3:14])[N:13]=1)([CH3:4])([CH3:3])[CH3:2].[C:28]([C:30]1[CH:31]=[C:32]([CH3:39])[C:33]([C:36]([NH2:38])=[O:37])=[N:34][CH:35]=1)#[N:29].CC1(C)C2C(=C(P(C3C=CC=CC=3)C3C=CC=CC=3)C=CC=2)OC2C(P(C3C=CC=CC=3)C3C=CC=CC=3)=CC=CC1=2.C([O-])([O-])=O.[Cs+].[Cs+], predict the reaction product. The product is: [C:1]([O:5][C:6](=[O:27])[NH:7][C:8]1[C@:9]([CH3:26])([C:22]([F:25])([F:24])[F:23])[O:10][CH2:11][C@:12]([C:15]2[CH:20]=[CH:19][CH:18]=[C:17]([NH:38][C:36]([C:33]3[C:32]([CH3:39])=[CH:31][C:30]([C:28]#[N:29])=[CH:35][N:34]=3)=[O:37])[N:16]=2)([CH3:14])[N:13]=1)([CH3:4])([CH3:3])[CH3:2]. (3) Given the reactants F[C:2]1[C:7]([C:8]2[N:16]=[C:15]([CH3:17])[N:14]=[C:13]3[C:9]=2[N:10]=[CH:11][N:12]3[CH:18]2[CH2:23][CH2:22][CH2:21][CH2:20][O:19]2)=[CH:6][CH:5]=[CH:4][N:3]=1.[NH2:24][C:25]1[CH:30]=[CH:29][C:28]([NH:31][C:32]([CH:34]2[CH2:36][CH2:35]2)=[O:33])=[CH:27][CH:26]=1.C[Si](N[Si](C)(C)C)(C)C.[Li].CO, predict the reaction product. The product is: [CH3:17][C:15]1[N:14]=[C:13]2[C:9]([N:10]=[CH:11][N:12]2[CH:18]2[CH2:23][CH2:22][CH2:21][CH2:20][O:19]2)=[C:8]([C:7]2[C:2]([NH:24][C:25]3[CH:26]=[CH:27][C:28]([NH:31][C:32]([CH:34]4[CH2:35][CH2:36]4)=[O:33])=[CH:29][CH:30]=3)=[N:3][CH:4]=[CH:5][CH:6]=2)[N:16]=1. (4) The product is: [CH3:20][C:16]1[S:15][C:10]([C:2]2[N:1]=[CH:6][CH:5]=[CH:4][N:3]=2)=[N:9][C:17]=1[OH:18]. Given the reactants [N:1]1[CH:6]=[C:5](C#N)[CH:4]=[N:3][CH:2]=1.[N:9]1C=CC=C[CH:10]=1.[SH:15][CH:16]([CH3:20])[C:17](O)=[O:18], predict the reaction product. (5) Given the reactants C(OC([N:8]1[C:16]2[C:11](=[CH:12][C:13]([C:25]#[N:26])=[C:14]([CH2:17][C:18]3[CH:23]=[CH:22][C:21]([F:24])=[CH:20][CH:19]=3)[CH:15]=2)[C:10]([CH3:28])([CH3:27])[CH2:9]1)=O)(C)(C)C, predict the reaction product. The product is: [F:24][C:21]1[CH:22]=[CH:23][C:18]([CH2:17][C:14]2[CH:15]=[C:16]3[C:11]([C:10]([CH3:28])([CH3:27])[CH2:9][NH:8]3)=[CH:12][C:13]=2[C:25]#[N:26])=[CH:19][CH:20]=1. (6) The product is: [ClH:1].[NH2:11][C:9]1[N:8]=[C:7]2[C:3]([NH:4][CH:5]=[N:6]2)=[C:2]([NH:12][C:13]2[CH:18]=[CH:17][C:16]([S:19]([NH2:22])(=[O:20])=[O:21])=[CH:15][CH:14]=2)[N:10]=1. Given the reactants [Cl:1][C:2]1[N:10]=[C:9]([NH2:11])[N:8]=[C:7]2[C:3]=1[NH:4][CH:5]=[N:6]2.[NH2:12][C:13]1[CH:18]=[CH:17][C:16]([S:19]([NH2:22])(=[O:21])=[O:20])=[CH:15][CH:14]=1, predict the reaction product. (7) Given the reactants [OH:1][C:2]1[CH:3]=[C:4]([CH3:8])[CH:5]=[CH:6][CH:7]=1.[F:9][C:10]([F:16])([CH:13]([F:15])[F:14])[CH2:11]I.C(=O)([O-])[O-].[K+].[K+], predict the reaction product. The product is: [F:9][C:10]([F:16])([CH:13]([F:15])[F:14])[CH2:11][O:1][C:2]1[CH:3]=[C:4]([CH3:8])[CH:5]=[CH:6][CH:7]=1.